This data is from Reaction yield outcomes from USPTO patents with 853,638 reactions. The task is: Predict the reaction yield, written as a fraction of the theoretical maximum amount of product (1.0 means a 100% yield; for example, 0.34 means a 34% yield). The reactants are Br[C:2]1[CH:7]=[CH:6][C:5]([C@@H:8]([CH3:40])[CH2:9][O:10][C:11]([NH:13][C:14]2[CH:15]=[C:16]([F:39])[C:17]([O:33][C@@H:34]3[CH2:38][CH2:37][O:36][CH2:35]3)=[C:18]([CH:32]=2)[CH2:19][N:20]([CH3:31])[C:21](=[O:30])[O:22][CH2:23][C:24]2[CH:29]=[CH:28][CH:27]=[CH:26][CH:25]=2)=[O:12])=[C:4]([CH3:41])[CH:3]=1.CC1(C)C[O:47][B:46](B2OCC(C)(C)CO2)[O:45]C1.CC([O-])=O.[K+]. The catalyst is CS(C)=O.C1C=CC(P(C2C=CC=CC=2)[C-]2C=CC=C2)=CC=1.C1C=CC(P(C2C=CC=CC=2)[C-]2C=CC=C2)=CC=1.Cl[Pd]Cl.[Fe+2]. The product is [CH2:23]([O:22][C:21]([N:20]([CH2:19][C:18]1[CH:32]=[C:14]([NH:13][C:11]([O:10][CH2:9][C@@H:8]([C:5]2[CH:6]=[CH:7][C:2]([B:46]([OH:47])[OH:45])=[CH:3][C:4]=2[CH3:41])[CH3:40])=[O:12])[CH:15]=[C:16]([F:39])[C:17]=1[O:33][C@@H:34]1[CH2:38][CH2:37][O:36][CH2:35]1)[CH3:31])=[O:30])[C:24]1[CH:29]=[CH:28][CH:27]=[CH:26][CH:25]=1. The yield is 0.702.